Predict the reactants needed to synthesize the given product. From a dataset of Full USPTO retrosynthesis dataset with 1.9M reactions from patents (1976-2016). (1) Given the product [CH3:31][C:27]1([CH3:32])[CH2:26][C:25]2([CH2:33][CH2:34][CH2:35][N:23]([CH:20]3[CH2:21][CH2:22][N:17]([C:15]([C:3]4[C:4]([CH3:14])=[C:5]([C:7]([O:9][C:10]([CH3:13])([CH3:12])[CH3:11])=[O:8])[S:6][C:2]=4[NH:1][C:39]([NH:38][CH2:36][CH3:37])=[O:40])=[O:16])[CH2:18][CH2:19]3)[CH2:24]2)[C:29](=[O:30])[O:28]1, predict the reactants needed to synthesize it. The reactants are: [NH2:1][C:2]1[S:6][C:5]([C:7]([O:9][C:10]([CH3:13])([CH3:12])[CH3:11])=[O:8])=[C:4]([CH3:14])[C:3]=1[C:15]([N:17]1[CH2:22][CH2:21][CH:20]([N:23]2[CH2:35][CH2:34][CH2:33][C:25]3([C:29](=[O:30])[O:28][C:27]([CH3:32])([CH3:31])[CH2:26]3)[CH2:24]2)[CH2:19][CH2:18]1)=[O:16].[CH2:36]([N:38]=[C:39]=[O:40])[CH3:37].C(OC(C)C)(C)C. (2) Given the product [S:14]1[C:18]([C:2]2[C:3]([O:12][CH3:13])=[CH:4][C:5]([O:10][CH3:11])=[C:6]([CH:9]=2)[CH:7]=[O:8])=[CH:17][C:16]2[CH:22]=[CH:23][CH:24]=[CH:25][C:15]1=2, predict the reactants needed to synthesize it. The reactants are: Br[C:2]1[C:3]([O:12][CH3:13])=[CH:4][C:5]([O:10][CH3:11])=[C:6]([CH:9]=1)[CH:7]=[O:8].[S:14]1[C:18](B(O)O)=[CH:17][C:16]2[CH:22]=[CH:23][CH:24]=[CH:25][C:15]1=2.C(=O)([O-])[O-].[Na+].[Na+].O. (3) The reactants are: [Cl:1][C:2]1[CH:7]=[C:6]([Cl:8])[CH:5]=[CH:4][C:3]=1[OH:9].[I-:10].[Na+].ClOC(C)(C)C. Given the product [Cl:1][C:2]1[CH:7]=[C:6]([Cl:8])[CH:5]=[C:4]([I:10])[C:3]=1[OH:9], predict the reactants needed to synthesize it. (4) Given the product [F:2][C:3]1[CH:8]=[CH:7][C:6]([NH:9][C:10]2[CH:15]=[CH:14][N:13]=[C:12]([NH:16][C:17]3[CH:22]=[CH:21][C:20]([S:23]([N:41]([CH:42]4[CH2:43][CH2:44][N:45]([CH3:48])[CH2:46][CH2:47]4)[CH2:40][CH2:39][C@H:35]4[CH2:36][CH2:37][CH2:38][NH:34]4)(=[O:25])=[O:24])=[CH:19][CH:18]=3)[N:11]=2)=[CH:5][CH:4]=1, predict the reactants needed to synthesize it. The reactants are: Cl.[F:2][C:3]1[CH:8]=[CH:7][C:6]([NH:9][C:10]2[CH:15]=[CH:14][N:13]=[C:12]([NH:16][C:17]3[CH:22]=[CH:21][C:20]([S:23](Cl)(=[O:25])=[O:24])=[CH:19][CH:18]=3)[N:11]=2)=[CH:5][CH:4]=1.C(OC([N:34]1[CH2:38][CH2:37][CH2:36][CH:35]1[CH2:39][CH2:40][NH:41][CH:42]1[CH2:47][CH2:46][N:45]([CH3:48])[CH2:44][CH2:43]1)=O)(C)(C)C. (5) Given the product [Cl:20][C:21]1[CH:22]=[C:23]([S:27]([N:3]2[C:4]([C:12]3[CH:17]=[CH:16][CH:15]=[CH:14][CH:13]=3)=[CH:5][C:6]([C:7]([O:9][CH2:10][CH3:11])=[O:8])=[C:2]2[CH3:1])(=[O:29])=[O:28])[CH:24]=[CH:25][CH:26]=1, predict the reactants needed to synthesize it. The reactants are: [CH3:1][C:2]1[NH:3][C:4]([C:12]2[CH:17]=[CH:16][CH:15]=[CH:14][CH:13]=2)=[CH:5][C:6]=1[C:7]([O:9][CH2:10][CH3:11])=[O:8].[H-].[Na+].[Cl:20][C:21]1[CH:22]=[C:23]([S:27](Cl)(=[O:29])=[O:28])[CH:24]=[CH:25][CH:26]=1. (6) The reactants are: [CH2:1]([N:3]1[C:7]2[CH:8]=[C:9]([C:12]([F:15])([F:14])[F:13])[CH:10]=[CH:11][C:6]=2[N:5]=[C:4]1[C@H:16]([NH:18]C(=O)OC(C)(C)C)[CH3:17])[CH3:2].[ClH:26].C(N(C(C)C)CC)(C)C.Br[CH2:37][C:38]1[CH:43]=[CH:42][C:41]([S:44](Cl)(=[O:46])=[O:45])=[CH:40][CH:39]=1. Given the product [Cl:26][CH2:37][C:38]1[CH:43]=[CH:42][C:41]([S:44]([NH:18][C@@H:16]([C:4]2[N:3]([CH2:1][CH3:2])[C:7]3[CH:8]=[C:9]([C:12]([F:13])([F:14])[F:15])[CH:10]=[CH:11][C:6]=3[N:5]=2)[CH3:17])(=[O:46])=[O:45])=[CH:40][CH:39]=1, predict the reactants needed to synthesize it. (7) Given the product [C:12]([N:8]1[C:4]2=[N:5][CH:6]=[N:7][C:2]([NH2:1])=[C:3]2[C:10]([O:11][C:17]2[C:26]3[C:21](=[CH:22][CH:23]=[CH:24][CH:25]=3)[CH:20]=[CH:19][N:18]=2)=[N:9]1)([CH3:15])([CH3:14])[CH3:13], predict the reactants needed to synthesize it. The reactants are: [NH2:1][C:2]1[N:7]=[CH:6][N:5]=[C:4]2[N:8]([C:12]([CH3:15])([CH3:14])[CH3:13])[N:9]=[C:10]([OH:11])[C:3]=12.Cl[C:17]1[C:26]2[C:21](=[CH:22][CH:23]=[CH:24][CH:25]=2)[CH:20]=[CH:19][N:18]=1.C(=O)([O-])[O-].[K+].[K+].O.